From a dataset of Tox21: 12 toxicity assays (nuclear receptors and stress response pathways). Binary classification across 12 toxicity assays. (1) The compound is CC(C)(CO)[N+](=O)[O-]. It tested positive (active) for: NR-ER (Estrogen Receptor agonist activity). (2) It tested positive (active) for: NR-AhR (Aryl hydrocarbon Receptor agonist activity). The molecule is N#Cc1ccccc1O.